From a dataset of Peptide-MHC class I binding affinity with 185,985 pairs from IEDB/IMGT. Regression. Given a peptide amino acid sequence and an MHC pseudo amino acid sequence, predict their binding affinity value. This is MHC class I binding data. (1) The peptide sequence is LEMNDAPTA. The MHC is HLA-A02:12 with pseudo-sequence HLA-A02:12. The binding affinity (normalized) is 0.0847. (2) The peptide sequence is LGNSKYIF. The MHC is H-2-Dd with pseudo-sequence H-2-Dd. The binding affinity (normalized) is 0.0278. (3) The peptide sequence is SQLSLSMAR. The MHC is HLA-A31:01 with pseudo-sequence HLA-A31:01. The binding affinity (normalized) is 0.513. (4) The peptide sequence is TSWSFKRL. The MHC is H-2-Kb with pseudo-sequence H-2-Kb. The binding affinity (normalized) is 0.722. (5) The peptide sequence is QLFPELECF. The MHC is HLA-B18:01 with pseudo-sequence HLA-B18:01. The binding affinity (normalized) is 0.0847. (6) The peptide sequence is ELHPDKWTV. The MHC is HLA-A02:01 with pseudo-sequence HLA-A02:01. The binding affinity (normalized) is 0.